Task: Predict the reactants needed to synthesize the given product.. Dataset: Full USPTO retrosynthesis dataset with 1.9M reactions from patents (1976-2016) (1) Given the product [CH2:13]([C:17]1[N:18]=[C:19]([CH2:39][O:40][CH3:41])[NH:20][C:21](=[O:38])[C:22]=1[CH2:23][C:24]1[CH:29]=[CH:28][C:27]([C:30]2[CH:35]=[CH:34][CH:33]=[CH:32][C:31]=2[C:36]2[NH:3][C:4](=[O:7])[O:5][N:37]=2)=[CH:26][CH:25]=1)[CH2:14][CH2:15][CH3:16], predict the reactants needed to synthesize it. The reactants are: [Cl-].O[NH3+:3].[C:4](=[O:7])([O-])[OH:5].[Na+].CS(C)=O.[CH2:13]([C:17]1[N:18]=[C:19]([CH2:39][O:40][CH3:41])[NH:20][C:21](=[O:38])[C:22]=1[CH2:23][C:24]1[CH:29]=[CH:28][C:27]([C:30]2[C:31]([C:36]#[N:37])=[CH:32][CH:33]=[CH:34][CH:35]=2)=[CH:26][CH:25]=1)[CH2:14][CH2:15][CH3:16]. (2) Given the product [Cl:1][C:2]1[C:11]2[C:6](=[CH:7][CH:8]=[C:9]([C:12]([N:19]3[CH2:20][C:17]([F:21])([F:16])[CH2:18]3)=[O:14])[CH:10]=2)[CH:5]=[N:4][CH:3]=1, predict the reactants needed to synthesize it. The reactants are: [Cl:1][C:2]1[C:11]2[C:6](=[CH:7][CH:8]=[C:9]([C:12]([OH:14])=O)[CH:10]=2)[CH:5]=[N:4][CH:3]=1.Cl.[F:16][C:17]1([F:21])[CH2:20][NH:19][CH2:18]1.CN(C(ON1N=NC2C=CC=NC1=2)=[N+](C)C)C.F[P-](F)(F)(F)(F)F.CCN(C(C)C)C(C)C.